Task: Binary Classification. Given a miRNA mature sequence and a target amino acid sequence, predict their likelihood of interaction.. Dataset: Experimentally validated miRNA-target interactions with 360,000+ pairs, plus equal number of negative samples (1) The miRNA is rno-miR-378a-3p with sequence ACUGGACUUGGAGUCAGAAGG. The protein sequence of the target gene is MGEEGPPSLEYIQAKDLFPPKELVKEEENLQVPFTVLQGEGVEFLGRATDALIAISNYRLHIKFKDSVINVPLRMIDSVESRDMFQLHIACKDSKVVRCHFSTFKQCQEWLSRLSRATARPAKPEDLFAFAYHAWCLGLTEEDQHTHLCQPGEHIRCRQEAELARMGFDLQNVWRVSHINSNYKLCPSYPQKLLVPVWITDKELENVASFRSWKRIPVVVYRHLRNGAAIARCSQPEISWWGWRNADDEYLVTSIAKACALDPGTRASGGSLSTGTNDASEACDTDFDSSLTACSGVEST.... Result: 0 (no interaction). (2) The miRNA is hsa-miR-4704-3p with sequence UCAGUCACAUAUCUAGUGUCUA. The protein sequence of the target gene is MTGQGQSASGSSAWSTVFRHVRYENLIAGVSGGVLSNLALHPLDLVKIRFAVSDGLELRPKYNGILHCLTTIWKLDGLRGLYQGVTPNIWGAGLSWGLYFFFYNAIKSYKTEGRAERLEATEYLVSAAEAGAMTLCITNPLWVTKTRLMLQYDAVVNSPHRQYKGMFDTLVKIYKYEGVRGLYKGFVPGLFGTSHGALQFMAYELLKLKYNQHINRLPEAQLSTVEYISVAALSKIFAVAATYPYQVVRARLQDQHMFYSGVIDVITKTWRKEGVGGFYKGIAPNLIRVTPACCITFVVY.... Result: 1 (interaction).